Task: Predict the product of the given reaction.. Dataset: Forward reaction prediction with 1.9M reactions from USPTO patents (1976-2016) (1) Given the reactants [CH3:1][O:2][C:3](=[O:35])[CH:4]([N:12]([CH2:27][C:28]1[CH:33]=[CH:32][C:31](I)=[CH:30][CH:29]=1)[S:13]([C:16]1[C:21]([CH3:22])=[CH:20][C:19]([O:23][CH3:24])=[C:18]([CH3:25])[C:17]=1[CH3:26])(=[O:15])=[O:14])[CH2:5][C:6]1[CH:11]=[CH:10][CH:9]=[CH:8][CH:7]=1.[O:36]1[C:40]2[CH:41]=[CH:42][CH:43]=[CH:44][C:39]=2[CH:38]=[C:37]1B(O)O, predict the reaction product. The product is: [CH3:1][O:2][C:3](=[O:35])[CH:4]([N:12]([CH:27]([C:37]1[O:36][C:40]2=[CH:41][CH:42]=[CH:43][C:44]2=[CH:39][CH:38]=1)[C:28]1[CH:33]=[CH:32][CH:31]=[CH:30][CH:29]=1)[S:13]([C:16]1[C:21]([CH3:22])=[CH:20][C:19]([O:23][CH3:24])=[C:18]([CH3:25])[C:17]=1[CH3:26])(=[O:15])=[O:14])[CH2:5][C:6]1[CH:11]=[CH:10][CH:9]=[CH:8][CH:7]=1. (2) Given the reactants [CH:1]1[C:10]2[C:5](=[CH:6][CH:7]=[CH:8][CH:9]=2)[CH:4]=[C:3]([C:11]2[CH:12]=[C:13]([NH:18][C:19]3[C:28]4[CH2:27][CH2:26][NH:25][CH2:24][C:23]=4[CH:22]=[CH:21][N:20]=3)[CH:14]=[CH:15][C:16]=2[CH3:17])[N:2]=1.CCN(C(C)C)C(C)C.[CH3:38][S:39](Cl)(=[O:41])=[O:40], predict the reaction product. The product is: [CH:1]1[C:10]2[C:5](=[CH:6][CH:7]=[CH:8][CH:9]=2)[CH:4]=[C:3]([C:11]2[CH:12]=[C:13]([NH:18][C:19]3[C:28]4[CH2:27][CH2:26][N:25]([S:39]([CH3:38])(=[O:41])=[O:40])[CH2:24][C:23]=4[CH:22]=[CH:21][N:20]=3)[CH:14]=[CH:15][C:16]=2[CH3:17])[N:2]=1. (3) The product is: [CH3:1][N:2]1[CH:6]=[C:5]([NH:7][C:8]([O:10][CH2:11][CH:12]=[CH2:13])=[O:9])[C:4]([O:14][CH3:15])=[C:3]1[C:16]([OH:18])=[O:17]. Given the reactants [CH3:1][N:2]1[CH:6]=[C:5]([NH:7][C:8]([O:10][CH2:11][CH:12]=[CH2:13])=[O:9])[C:4]([O:14][CH3:15])=[C:3]1[C:16]([O:18]CC)=[O:17].[OH-].[Na+].C(O)C, predict the reaction product. (4) Given the reactants [NH2:1][C@H:2]([C:10]([OH:12])=[O:11])[CH2:3][C:4]1[CH:9]=[CH:8][CH:7]=[CH:6][CH:5]=1.[F:13]C1C=CC(C[C@@H](C(O)=O)N)=CC=1.N[C@H](C(O)=O)CC[Se]C, predict the reaction product. The product is: [F:13][NH:1][C@H:2]([C:10]([OH:12])=[O:11])[CH2:3][C:4]1[CH:9]=[CH:8][CH:7]=[CH:6][CH:5]=1. (5) Given the reactants CC1(C)COB([C:8]2[CH:9]=[CH:10][C:11]([F:20])=[C:12]([C:14]3[CH:19]=[N:18][CH:17]=[CH:16][N:15]=3)[CH:13]=2)OC1.Br[C:23]1[N:27]2[CH:28]=[CH:29][C:30]([C:32]([OH:35])([CH3:34])[CH3:33])=[N:31][C:26]2=[N:25][CH:24]=1.P([O-])([O-])([O-])=O.[K+].[K+].[K+], predict the reaction product. The product is: [F:20][C:11]1[CH:10]=[CH:9][C:8]([C:23]2[N:27]3[CH:28]=[CH:29][C:30]([C:32]([OH:35])([CH3:33])[CH3:34])=[N:31][C:26]3=[N:25][CH:24]=2)=[CH:13][C:12]=1[C:14]1[CH:19]=[N:18][CH:17]=[CH:16][N:15]=1. (6) Given the reactants [OH:1][CH2:2][CH2:3][N:4]([CH:22]([CH3:24])[CH3:23])[C:5]([C:7]1[S:8][C:9]2[CH2:10][CH2:11][O:12][C:13]3[CH:20]=[CH:19][C:18](Br)=[CH:17][C:14]=3[C:15]=2[N:16]=1)=[O:6].[CH3:25][C:26]1[CH:31]=[CH:30][N:29]=[CH:28][C:27]=1B(O)O, predict the reaction product. The product is: [OH:1][CH2:2][CH2:3][N:4]([CH:22]([CH3:24])[CH3:23])[C:5]([C:7]1[S:8][C:9]2[CH2:10][CH2:11][O:12][C:13]3[CH:20]=[CH:19][C:18]([C:27]4[CH:28]=[N:29][CH:30]=[CH:31][C:26]=4[CH3:25])=[CH:17][C:14]=3[C:15]=2[N:16]=1)=[O:6]. (7) Given the reactants [Br:1][C:2]1[S:6][C:5]([NH:7][C:8](=[O:14])[O:9][C:10]([CH3:13])([CH3:12])[CH3:11])=[N:4][CH:3]=1.C(=O)([O-])[O-].[Cs+].[Cs+].[O:21]1[C:26]2[CH:27]=[CH:28][C:29]([CH2:31][C@H:32]3[CH2:36]OS(=O)(=O)[N:33]3[C:39]([O:41][C:42]([CH3:45])([CH3:44])[CH3:43])=[O:40])=[CH:30][C:25]=2[O:24][CH2:23][CH2:22]1, predict the reaction product. The product is: [Br:1][C:2]1[S:6][C:5]([N:7]([CH2:36][C@@H:32]([NH:33][C:39]([O:41][C:42]([CH3:43])([CH3:45])[CH3:44])=[O:40])[CH2:31][C:29]2[CH:28]=[CH:27][C:26]3[O:21][CH2:22][CH2:23][O:24][C:25]=3[CH:30]=2)[C:8](=[O:14])[O:9][C:10]([CH3:11])([CH3:13])[CH3:12])=[N:4][CH:3]=1.